From a dataset of Reaction yield outcomes from USPTO patents with 853,638 reactions. Predict the reaction yield, written as a fraction of the theoretical maximum amount of product (1.0 means a 100% yield; for example, 0.34 means a 34% yield). (1) The reactants are [CH:1]1([OH:6])[CH2:5][CH2:4][CH2:3][CH2:2]1.[H-].[Na+].Br[C:10]1[N:18]([CH2:19][C:20]2[CH:25]=[CH:24][C:23]([Cl:26])=[CH:22][CH:21]=2)[C:17]2[C:16](=[O:27])[N:15]([CH2:28][CH2:29][CH2:30][O:31][CH:32]3[CH2:37][CH2:36][CH2:35][CH2:34][O:33]3)[C:14](=[O:38])[N:13]([CH3:39])[C:12]=2[N:11]=1.[Cl-].[NH4+]. The catalyst is C1COCC1. The product is [Cl:26][C:23]1[CH:22]=[CH:21][C:20]([CH2:19][N:18]2[C:17]3[C:16](=[O:27])[N:15]([CH2:28][CH2:29][CH2:30][O:31][CH:32]4[CH2:37][CH2:36][CH2:35][CH2:34][O:33]4)[C:14](=[O:38])[N:13]([CH3:39])[C:12]=3[N:11]=[C:10]2[O:6][CH:1]2[CH2:5][CH2:4][CH2:3][CH2:2]2)=[CH:25][CH:24]=1. The yield is 0.895. (2) The reactants are C([Li])CCC.CCCCCC.[CH2:12]([C:14]([C:26]1[CH:31]=[CH:30][C:29]([OH:32])=[C:28]([CH3:33])[CH:27]=1)([C:17]1[CH:22]=[CH:21][C:20]([C:23]#[CH:24])=[C:19]([CH3:25])[CH:18]=1)[CH2:15][CH3:16])[CH3:13].[CH3:34][C:35]([CH3:39])([CH3:38])[CH:36]=[O:37].[Cl-].[NH4+]. The catalyst is O1CCCC1. The product is [CH2:12]([C:14]([C:26]1[CH:31]=[CH:30][C:29]([OH:32])=[C:28]([CH3:33])[CH:27]=1)([C:17]1[CH:22]=[CH:21][C:20]([C:23]#[C:24][CH:36]([OH:37])[C:35]([CH3:39])([CH3:38])[CH3:34])=[C:19]([CH3:25])[CH:18]=1)[CH2:15][CH3:16])[CH3:13]. The yield is 0.830. (3) The reactants are Cl[C:2]1[C:7]([Cl:8])=[N:6][CH:5]=[CH:4][N:3]=1.[Cl:9][C:10]1[CH:11]=[C:12](B(O)O)[CH:13]=[CH:14][C:15]=1[Cl:16].[F-].[K+].CCOC(C)=O. The catalyst is C1(C)C=CC=CC=1.O.C1C=CC([P]([Pd]([P](C2C=CC=CC=2)(C2C=CC=CC=2)C2C=CC=CC=2)([P](C2C=CC=CC=2)(C2C=CC=CC=2)C2C=CC=CC=2)[P](C2C=CC=CC=2)(C2C=CC=CC=2)C2C=CC=CC=2)(C2C=CC=CC=2)C2C=CC=CC=2)=CC=1.C1(P(C2C=CC=CC=2)C2C=CC=CC=2)C=CC=CC=1. The product is [Cl:8][C:7]1[C:2]([C:13]2[CH:12]=[CH:11][C:10]([Cl:9])=[C:15]([Cl:16])[CH:14]=2)=[N:3][CH:4]=[CH:5][N:6]=1. The yield is 0.230. (4) The reactants are [NH2:1][CH2:2][CH2:3][CH2:4][C:5]([CH3:43])([CH3:42])[CH2:6][N:7]([S:31]([C:34]1[CH:39]=[CH:38][CH:37]=[C:36]([NH:40][CH3:41])[CH:35]=1)(=[O:33])=[O:32])[CH2:8][C@@H:9]([OH:30])[C@@H:10]([NH:18][C:19](=[O:29])[O:20][C@@H:21]1[C@H:28]2[C@H:24]([O:25][CH2:26][CH2:27]2)[O:23][CH2:22]1)[CH2:11][C:12]1[CH:17]=[CH:16][CH:15]=[CH:14][CH:13]=1.C(N(CC)C(C)C)(C)C.[CH3:53][N:54]([CH3:58])[C:55](Cl)=[O:56]. The catalyst is C1COCC1. The product is [CH2:11]([C@H:10]([NH:18][C:19](=[O:29])[O:20][C@@H:21]1[C@H:28]2[C@H:24]([O:25][CH2:26][CH2:27]2)[O:23][CH2:22]1)[C@H:9]([OH:30])[CH2:8][N:7]([CH2:6][C:5]([CH3:43])([CH3:42])[CH2:4][CH2:3][CH2:2][NH:1][C:55]([N:54]([CH3:58])[CH3:53])=[O:56])[S:31]([C:34]1[CH:39]=[CH:38][CH:37]=[C:36]([NH:40][CH3:41])[CH:35]=1)(=[O:33])=[O:32])[C:12]1[CH:17]=[CH:16][CH:15]=[CH:14][CH:13]=1. The yield is 0.790. (5) The reactants are Br[CH2:2][C:3]([OH:5])=[O:4].[SH:6][CH:7]1[CH2:12][O:11][C:9](=[O:10])[CH2:8]1.C(N(CC)CC)C.O. The catalyst is O1CCCC1.C(OCC)(=O)C. The product is [O:10]=[C:9]1[CH2:8][CH:7]([S:6][CH2:2][C:3]([OH:5])=[O:4])[CH2:12][O:11]1. The yield is 0.590. (6) The reactants are [CH3:1][O:2][C:3]([C:5]1[C:14]2[CH2:13][CH2:12][NH:11][CH2:10][C:9]=2[CH:8]=[N:7][CH:6]=1)=[O:4].[C:15]([O:19][C:20](=[O:28])[C:21]1[CH:26]=[CH:25][CH:24]=[C:23](I)[CH:22]=1)([CH3:18])([CH3:17])[CH3:16].C(=O)([O-])[O-].[Cs+].[Cs+]. The catalyst is C1(C)C=CC=CC=1.C([O-])(=O)C.[Pd+2].C([O-])(=O)C. The product is [CH3:1][O:2][C:3]([C:5]1[C:14]2[CH2:13][CH2:12][N:11]([C:25]3[CH:24]=[CH:23][CH:22]=[C:21]([C:20]([O:19][C:15]([CH3:18])([CH3:17])[CH3:16])=[O:28])[CH:26]=3)[CH2:10][C:9]=2[CH:8]=[N:7][CH:6]=1)=[O:4]. The yield is 0.670. (7) The reactants are [OH:1][CH:2]1[CH2:7][CH2:6][C:5](=O)[CH2:4][C:3]1([CH3:10])[CH3:9].Cl.[NH2:12][OH:13].C(=O)(O)[O-].[Na+]. The catalyst is CO. The product is [OH:1][CH:2]1[CH2:7][CH2:6]/[C:5](=[N:12]\[OH:13])/[CH2:4][C:3]1([CH3:10])[CH3:9]. The yield is 0.960.